Dataset: Forward reaction prediction with 1.9M reactions from USPTO patents (1976-2016). Task: Predict the product of the given reaction. (1) Given the reactants Cl[C:2]1[C:7]([N+:8]([O-:10])=[O:9])=[CH:6][N:5]=[C:4]([O:11][CH2:12][C@@H:13]([NH:15][C:16](=[O:22])[O:17][C:18]([CH3:21])([CH3:20])[CH3:19])[CH3:14])[CH:3]=1.C([O-])(=[O:25])C.[Cs+].CN(C=O)C, predict the reaction product. The product is: [OH:25][C:2]1[C:7]([N+:8]([O-:10])=[O:9])=[CH:6][N:5]=[C:4]([O:11][CH2:12][C@@H:13]([NH:15][C:16](=[O:22])[O:17][C:18]([CH3:21])([CH3:20])[CH3:19])[CH3:14])[CH:3]=1. (2) Given the reactants [CH:1]([C@H:3]1[CH2:8][CH2:7][C@H:6]([NH:9][C:10](=[O:19])[O:11][CH2:12][C:13]2[CH:18]=[CH:17][CH:16]=[CH:15][CH:14]=2)[CH2:5][CH2:4]1)=O.[NH:20]1[CH2:25][CH2:24][O:23][CH2:22][CH2:21]1.[Na].C(O)(=O)C, predict the reaction product. The product is: [O:23]1[CH2:24][CH2:25][N:20]([CH2:1][C@H:3]2[CH2:8][CH2:7][C@H:6]([NH:9][C:10](=[O:19])[O:11][CH2:12][C:13]3[CH:18]=[CH:17][CH:16]=[CH:15][CH:14]=3)[CH2:5][CH2:4]2)[CH2:21][CH2:22]1. (3) Given the reactants [CH2:1]([NH2:8])[C:2]1[CH:7]=[CH:6][CH:5]=[CH:4][CH:3]=1.CCN(CC)CC.Br[CH2:17][CH2:18][Si:19]([CH2:22][CH2:23]Br)([CH3:21])[CH3:20].[OH-].[Na+], predict the reaction product. The product is: [CH2:1]([N:8]1[CH2:23][CH2:22][Si:19]([CH3:21])([CH3:20])[CH2:18][CH2:17]1)[C:2]1[CH:7]=[CH:6][CH:5]=[CH:4][CH:3]=1. (4) The product is: [Cl:9][C:6]1[C:7]([OH:8])=[C:2]([NH:1][S:23]([C:20]2[CH:21]=[N:22][C:17]([O:10][C:11]3[CH:16]=[CH:15][CH:14]=[CH:13][CH:12]=3)=[CH:18][CH:19]=2)(=[O:24])=[O:25])[CH:3]=[N:4][CH:5]=1. Given the reactants [NH2:1][C:2]1[CH:3]=[N:4][CH:5]=[C:6]([Cl:9])[C:7]=1[OH:8].[O:10]([C:17]1[N:22]=[CH:21][C:20]([S:23](Cl)(=[O:25])=[O:24])=[CH:19][CH:18]=1)[C:11]1[CH:16]=[CH:15][CH:14]=[CH:13][CH:12]=1, predict the reaction product. (5) The product is: [CH3:1][O:2][C:3](=[O:33])[CH2:4][O:5][C:6]1[CH:11]=[CH:10][C:9]([Cl:12])=[CH:8][C:7]=1[C:13](=[O:36])[C:14]1[CH:19]=[C:18]([Cl:20])[CH:17]=[CH:16][C:15]=1[O:21][CH2:22][C:23]([O:25][CH2:26][C:27]1[CH:32]=[CH:31][CH:30]=[CH:29][CH:28]=1)=[O:24]. Given the reactants [CH3:1][O:2][C:3](=[O:33])[CH2:4][O:5][C:6]1[CH:11]=[CH:10][C:9]([Cl:12])=[CH:8][C:7]=1[CH2:13][C:14]1[CH:19]=[C:18]([Cl:20])[CH:17]=[CH:16][C:15]=1[O:21][CH2:22][C:23]([O:25][CH2:26][C:27]1[CH:32]=[CH:31][CH:30]=[CH:29][CH:28]=1)=[O:24].C(O)(=[O:36])C, predict the reaction product. (6) The product is: [N:9]1([CH2:14][C:15]2[CH:16]=[CH:17][C:18]([C:21]3[CH:26]=[CH:25][CH:24]=[CH:23][C:22]=3[CH:27]3[CH2:32][CH2:31][CH2:30][NH:29][CH2:28]3)=[CH:19][CH:20]=2)[CH:13]=[N:12][CH:11]=[N:10]1. Given the reactants C([BH-](CC)CC)C.[Li+].[N:9]1([CH2:14][C:15]2[CH:20]=[CH:19][C:18]([C:21]3[CH:26]=[CH:25][CH:24]=[CH:23][C:22]=3[C:27]3[CH:28]=[N:29][CH:30]=[CH:31][CH:32]=3)=[CH:17][CH:16]=2)[CH:13]=[N:12][CH:11]=[N:10]1, predict the reaction product. (7) The product is: [C:25]([CH2:24][N:17]([C:10]1[CH:11]=[C:12]([O:15][CH3:16])[CH:13]=[CH:14][C:9]=1[NH:8][C:6]1[C:5]([Cl:22])=[CH:4][N:3]=[C:2]([Cl:1])[N:7]=1)[S:18]([CH3:21])(=[O:19])=[O:20])#[N:26]. Given the reactants [Cl:1][C:2]1[N:7]=[C:6]([NH:8][C:9]2[CH:14]=[CH:13][C:12]([O:15][CH3:16])=[CH:11][C:10]=2[NH:17][S:18]([CH3:21])(=[O:20])=[O:19])[C:5]([Cl:22])=[CH:4][N:3]=1.Br[CH2:24][C:25]#[N:26].C(=O)([O-])[O-].[K+].[K+], predict the reaction product. (8) The product is: [Cl:24][C:19]1[CH:18]=[C:17]([N:14]2[CH2:15][CH2:16][N:11]([S:8]([C:5]3[CH:6]=[CH:7][C:2]([C:46]4[CH:47]=[C:42]5[N:41]=[C:40]([CH2:39][CH2:38][C:34]6[CH:33]=[C:32]([O:31][CH3:30])[CH:37]=[CH:36][N:35]=6)[NH:49][C:43]5=[N:44][CH:45]=4)=[CH:3][CH:4]=3)(=[O:10])=[O:9])[CH2:12][CH2:13]2)[CH:22]=[C:21]([Cl:23])[CH:20]=1. Given the reactants Br[C:2]1[CH:7]=[CH:6][C:5]([S:8]([N:11]2[CH2:16][CH2:15][N:14]([C:17]3[CH:22]=[C:21]([Cl:23])[CH:20]=[C:19]([Cl:24])[CH:18]=3)[CH2:13][CH2:12]2)(=[O:10])=[O:9])=[CH:4][CH:3]=1.C([O-])(=O)C.[K+].[CH3:30][O:31][C:32]1[CH:37]=[CH:36][N:35]=[C:34]([CH2:38][CH2:39][C:40]2[NH:49][C:43]3=[N:44][CH:45]=[C:46](I)[CH:47]=[C:42]3[N:41]=2)[CH:33]=1.C(=O)([O-])[O-].[K+].[K+].[Cl-].[Li+], predict the reaction product. (9) Given the reactants C([O:5][C:6]([CH:8]1[CH:12]([C:13]2[CH:18]=[CH:17][CH:16]=[C:15]([Cl:19])[C:14]=2[F:20])[C:11]([C:23]2[CH:28]=[CH:27][C:26]([Cl:29])=[CH:25][C:24]=2[F:30])([C:21]#[N:22])[CH:10]([CH2:31][C:32]2([CH2:35][OH:36])[CH2:34][CH2:33]2)[NH:9]1)=[O:7])(C)(C)C.[F:37][C:38]([F:43])([F:42])[C:39]([OH:41])=[O:40], predict the reaction product. The product is: [F:37][C:38]([F:43])([F:42])[C:39]([OH:41])=[O:40].[Cl:19][C:15]1[C:14]([F:20])=[C:13]([CH:12]2[C:11]([C:23]3[CH:28]=[CH:27][C:26]([Cl:29])=[CH:25][C:24]=3[F:30])([C:21]#[N:22])[CH:10]([CH2:31][C:32]3([CH2:35][OH:36])[CH2:33][CH2:34]3)[NH:9][CH:8]2[C:6]([OH:7])=[O:5])[CH:18]=[CH:17][CH:16]=1.